Dataset: Forward reaction prediction with 1.9M reactions from USPTO patents (1976-2016). Task: Predict the product of the given reaction. Given the reactants Br[C:2]1[CH:7]=[CH:6][CH:5]=[CH:4][N:3]=1.[Li]CCCC.CCCCCC.[C:19]([O:23][C:24]([N:26]1[CH2:31][CH2:30][C:29](=[O:32])[CH2:28][CH2:27]1)=[O:25])([CH3:22])([CH3:21])[CH3:20], predict the reaction product. The product is: [C:19]([O:23][C:24]([N:26]1[CH2:27][CH2:28][C:29]([OH:32])([C:2]2[CH:7]=[CH:6][CH:5]=[CH:4][N:3]=2)[CH2:30][CH2:31]1)=[O:25])([CH3:22])([CH3:20])[CH3:21].